Dataset: Catalyst prediction with 721,799 reactions and 888 catalyst types from USPTO. Task: Predict which catalyst facilitates the given reaction. (1) Reactant: Cl.[N:2]12[CH2:9][CH2:8][CH:5]([CH2:6][CH2:7]1)[C:4](=O)[CH2:3]2.Cl.[NH2:12][OH:13].CC(O[Na])=O.O.O.O.[Na+].[Cl-]. Product: [N:2]12[CH2:9][CH2:8][CH:5]([CH2:6][CH2:7]1)[C:4](=[N:12][OH:13])[CH2:3]2. The catalyst class is: 6. (2) Reactant: Cl.[O:2]1[CH2:6][CH:5]([OH:7])[CH2:4][NH:3]1.CC1OC(C=CC2C=C3CCCN4CCCC(=C34)C=2)=CC(=C(C#N)C#N)C=1.[CH3:35][C:36]([O:39][C:40](O[C:40]([O:39][C:36]([CH3:38])([CH3:37])[CH3:35])=[O:41])=[O:41])([CH3:38])[CH3:37]. Product: [OH:7][CH:5]1[CH2:6][O:2][N:3]([C:40]([O:39][C:36]([CH3:38])([CH3:37])[CH3:35])=[O:41])[CH2:4]1. The catalyst class is: 238. (3) Product: [Cl:1][C:2]1[C:7]([Cl:8])=[CH:6][C:5]([CH2:9][Cl:19])=[CH:4][N:3]=1. The catalyst class is: 4. Reactant: [Cl:1][C:2]1[C:7]([Cl:8])=[CH:6][C:5]([CH2:9]O)=[CH:4][N:3]=1.N1C=CC=CC=1.P(Cl)(Cl)([Cl:19])=O.Cl. (4) Reactant: [CH3:1][O:2][C:3]1[CH:4]=[C:5]([CH:20]=[CH:21][C:22]=1[O:23][CH3:24])[CH2:6][CH2:7][NH:8][C:9](=O)[CH2:10][C:11]1[CH:16]=[CH:15][C:14]([O:17][CH3:18])=[CH:13][CH:12]=1.O=P(Cl)(Cl)[Cl:27]. Product: [ClH:27].[CH3:1][O:2][C:3]1[CH:4]=[C:5]2[C:20](=[CH:21][C:22]=1[O:23][CH3:24])[C:9]([CH2:10][C:11]1[CH:16]=[CH:15][C:14]([O:17][CH3:18])=[CH:13][CH:12]=1)=[N:8][CH2:7][CH2:6]2. The catalyst class is: 22. (5) Reactant: [CH2:1]([C:5]1[N:6]=[C:7]([CH3:27])[NH:8][C:9](=[O:26])[C:10]=1[CH2:11][C:12]1[CH:17]=[CH:16][C:15]([C:18]2[C:19]([C:24]#[N:25])=[CH:20][CH:21]=[CH:22][CH:23]=2)=[CH:14][CH:13]=1)[CH2:2][CH2:3][CH3:4].C(=O)([O-])[O-].[K+].[K+].Br[CH2:35][C:36]1[CH:41]=[CH:40][C:39]([F:42])=[CH:38][C:37]=1[F:43].CN(C)C=O. Product: [CH2:1]([C:5]1[N:6]=[C:7]([CH3:27])[N:8]([CH2:35][C:36]2[CH:41]=[CH:40][C:39]([F:42])=[CH:38][C:37]=2[F:43])[C:9](=[O:26])[C:10]=1[CH2:11][C:12]1[CH:17]=[CH:16][C:15]([C:18]2[C:19]([C:24]#[N:25])=[CH:20][CH:21]=[CH:22][CH:23]=2)=[CH:14][CH:13]=1)[CH2:2][CH2:3][CH3:4]. The catalyst class is: 13. (6) Reactant: [Cl:1][C:2]1[CH:7]=[CH:6][C:5]([C@H:8]2[C@H:13]([O:14][CH2:15][C:16]3[CH:21]=[CH:20][CH:19]=[CH:18][CH:17]=3)[C@@H:12]([O:22][CH2:23][C:24]3[CH:29]=[CH:28][CH:27]=[CH:26][CH:25]=3)[C@H:11]([O:30][CH2:31][C:32]3[CH:37]=[CH:36][CH:35]=[CH:34][CH:33]=3)[C@@H:10]([CH2:38][O:39][CH2:40][C:41]3[CH:46]=[CH:45][CH:44]=[CH:43][CH:42]=3)[O:9]2)=[CH:4][C:3]=1[CH2:47][C:48]#N.[OH-:50].[Na+].Cl.[OH2:53]. Product: [Cl:1][C:2]1[CH:7]=[CH:6][C:5]([C@H:8]2[C@H:13]([O:14][CH2:15][C:16]3[CH:21]=[CH:20][CH:19]=[CH:18][CH:17]=3)[C@@H:12]([O:22][CH2:23][C:24]3[CH:29]=[CH:28][CH:27]=[CH:26][CH:25]=3)[C@H:11]([O:30][CH2:31][C:32]3[CH:37]=[CH:36][CH:35]=[CH:34][CH:33]=3)[C@@H:10]([CH2:38][O:39][CH2:40][C:41]3[CH:46]=[CH:45][CH:44]=[CH:43][CH:42]=3)[O:9]2)=[CH:4][C:3]=1[CH2:47][C:48]([OH:53])=[O:50]. The catalyst class is: 14.